Dataset: Forward reaction prediction with 1.9M reactions from USPTO patents (1976-2016). Task: Predict the product of the given reaction. (1) Given the reactants [Cl:1][C:2]1[S:6][C:5]([C:7]2[N:11]([C:12]3[CH:17]=[CH:16][C:15]([Cl:18])=[CH:14][C:13]=3[Cl:19])[N:10]=[C:9]([C:20](Cl)=[O:21])[C:8]=2[CH3:23])=[CH:4][CH:3]=1.[CH2:24]([N:27]([CH2:31][CH:32]=[CH2:33])[C:28](=[O:30])[CH3:29])[CH:25]=[CH2:26].C[Si]([N-][Si](C)(C)C)(C)C.[Li+], predict the reaction product. The product is: [CH2:24]([N:27]([CH2:31][CH:32]=[CH2:33])[C:28](=[O:30])[CH2:29][C:20]([C:9]1[C:8]([CH3:23])=[C:7]([C:5]2[S:6][C:2]([Cl:1])=[CH:3][CH:4]=2)[N:11]([C:12]2[CH:17]=[CH:16][C:15]([Cl:18])=[CH:14][C:13]=2[Cl:19])[N:10]=1)=[O:21])[CH:25]=[CH2:26]. (2) Given the reactants [H-].[Al+3].[Li+].[H-].[H-].[H-].[Cl:7][C:8]1[CH:9]=[CH:10][C:11]([O:24][CH2:25][C:26]2[CH:31]=[CH:30][CH:29]=[CH:28][CH:27]=2)=[C:12]([CH2:14][N:15]2[C:19]([CH3:20])=[CH:18][C:17]([NH:21][CH:22]=O)=[N:16]2)[CH:13]=1, predict the reaction product. The product is: [Cl:7][C:8]1[CH:9]=[CH:10][C:11]([O:24][CH2:25][C:26]2[CH:27]=[CH:28][CH:29]=[CH:30][CH:31]=2)=[C:12]([CH2:14][N:15]2[C:19]([CH3:20])=[CH:18][C:17]([NH:21][CH3:22])=[N:16]2)[CH:13]=1. (3) Given the reactants [CH:1]1([CH2:6][N:7]([CH2:16][CH3:17])[C:8]2[C:13]([CH:14]=O)=[CH:12][CH:11]=[CH:10][N:9]=2)[CH2:5][CH2:4][CH2:3][CH2:2]1.[BH4-].[Na+].CS(Cl)(=O)=O.C(N(C(C)C)CC)(C)C.[F:34][C:35]([F:55])([F:54])[C:36]1[CH:37]=[C:38]([CH:47]=[C:48]([C:50]([F:53])([F:52])[F:51])[CH:49]=1)[CH2:39][NH:40][C:41]1[N:42]=[N:43][N:44]([CH3:46])[N:45]=1.CC(C)([O-])C.[K+], predict the reaction product. The product is: [F:53][C:50]([F:51])([F:52])[C:48]1[CH:47]=[C:38]([CH:37]=[C:36]([C:35]([F:54])([F:55])[F:34])[CH:49]=1)[CH2:39][N:40]([CH2:14][C:13]1[C:8]([N:7]([CH2:6][CH:1]2[CH2:5][CH2:4][CH2:3][CH2:2]2)[CH2:16][CH3:17])=[N:9][CH:10]=[CH:11][CH:12]=1)[C:41]1[N:42]=[N:43][N:44]([CH3:46])[N:45]=1. (4) Given the reactants [CH:1]([N:4]1[CH2:9][CH2:8][CH:7]([C:10]([NH2:12])=O)[CH2:6][CH2:5]1)([CH3:3])[CH3:2].O.[OH-].[Na+], predict the reaction product. The product is: [CH:1]([N:4]1[CH2:9][CH2:8][CH:7]([CH2:10][NH2:12])[CH2:6][CH2:5]1)([CH3:3])[CH3:2]. (5) The product is: [F:7][C:8]1[N:13]=[CH:12][C:11]([C:18]2[C:19]([NH2:24])=[N:20][CH:21]=[CH:22][CH:23]=2)=[CH:10][CH:9]=1. Given the reactants C(=O)([O-])[O-].[Na+].[Na+].[F:7][C:8]1[N:13]=[CH:12][C:11](B(O)O)=[CH:10][CH:9]=1.Br[C:18]1[C:19]([NH2:24])=[N:20][CH:21]=[CH:22][CH:23]=1, predict the reaction product. (6) Given the reactants C[O:2][C:3]([C:5]1[C:9]([NH:10][CH2:11][C:12]2[C:17]([F:18])=[CH:16][CH:15]=[CH:14][C:13]=2[F:19])=[CH:8][N:7]([CH2:20][C:21]2[CH:26]=[CH:25][C:24]([O:27][CH3:28])=[CH:23][CH:22]=2)[N:6]=1)=O.[H-].C([Al+]CC(C)C)C(C)C.S([O-])([O-])(=O)=[O:40].[Na+].[Na+], predict the reaction product. The product is: [F:19][C:13]1[CH:14]=[CH:15][CH:16]=[C:17]([F:18])[C:12]=1[C:11]([NH:10][C:9]1[C:5]([CH2:3][OH:2])=[N:6][N:7]([CH2:20][C:21]2[CH:26]=[CH:25][C:24]([O:27][CH3:28])=[CH:23][CH:22]=2)[CH:8]=1)=[O:40].